Task: Predict the product of the given reaction.. Dataset: Forward reaction prediction with 1.9M reactions from USPTO patents (1976-2016) (1) Given the reactants [Cl:1][C:2]1[S:6][C:5]([C:7]([OH:9])=[O:8])=[CH:4][C:3]=1[N+:10]([O-:12])=[O:11].O=S(Cl)Cl.[CH3:17]O, predict the reaction product. The product is: [Cl:1][C:2]1[S:6][C:5]([C:7]([O:9][CH3:17])=[O:8])=[CH:4][C:3]=1[N+:10]([O-:12])=[O:11]. (2) The product is: [C:2]1([C:14]2[C:15]3[O:19][C:18]4[CH:20]=[CH:21][CH:22]=[CH:23][C:17]=4[C:16]=3[C:24]3[CH:8]=[CH:9][CH:10]=[CH:11][C:12]=3[CH:13]=2)[CH:7]=[CH:6][CH:5]=[CH:4][CH:3]=1. Given the reactants Br[C:2]1[CH:7]=[CH:6][CH:5]=[CH:4][CH:3]=1.[CH:8]1[C:24]2[C:16]3[C:17]4[CH:23]=[CH:22][CH:21]=[CH:20][C:18]=4[O:19][C:15]=3[C:14](B(O)O)=[CH:13][C:12]=2[CH:11]=[CH:10][CH:9]=1.C1(C)C=CC=CC=1.C(=O)([O-])[O-].[Na+].[Na+], predict the reaction product. (3) The product is: [F:1][C:2]1[CH:3]=[C:4]([C:12]2[CH:17]=[CH:16][CH:15]=[CH:14][CH:13]=2)[CH:5]=[C:6]([N+:8]([O-:10])=[O:9])[CH:7]=1. Given the reactants [F:1][C:2]1[CH:7]=[C:6]([N+:8]([O-:10])=[O:9])[CH:5]=[C:4](I)[CH:3]=1.[C:12]1(B(O)O)[CH:17]=[CH:16][CH:15]=[CH:14][CH:13]=1.C1(C)C=CC=CC=1P(C1C=CC=CC=1C)C1C=CC=CC=1C.C(=O)([O-])[O-].[Na+].[Na+], predict the reaction product. (4) The product is: [CH:17]1([N:19]2[CH2:38][CH2:37][N:36]([C:10]([CH:3]3[C:4]4[C:9](=[CH:8][CH:7]=[CH:6][CH:5]=4)[NH:1][CH2:2]3)=[O:12])[CH2:35][CH2:34]2)[CH2:18][CH2:13][CH2:14][CH2:15][CH2:16]1. Given the reactants [NH:1]1[C:9]2[C:4](=[CH:5][CH:6]=[CH:7][CH:8]=2)[CH:3]([C:10]([OH:12])=O)[CH2:2]1.[CH:13]1[CH:14]=[CH:15][C:16]2N(O)N=[N:19][C:17]=2[CH:18]=1.CCN=C=NCCCN(C)C.[CH3:34][CH2:35][N:36](CC)[CH2:37][CH3:38], predict the reaction product. (5) Given the reactants [C:1]([C:3]1([C:42]2[CH:47]=[CH:46][CH:45]=[CH:44][C:43]=2[CH2:48][CH2:49][C:50](O)=[O:51])[CH2:8][CH2:7][N:6]([C:9]([C@:11]2([O:32][C:33]3[CH:37]=[C:36]([C:38]([F:41])([F:40])[F:39])[S:35][CH:34]=3)[CH2:16][CH2:15][CH2:14][N:13]([C:17](=[O:28])[C:18]3[C:23]([C:24]([F:27])([F:26])[F:25])=[CH:22][CH:21]=[N:20][CH:19]=3)[C@@H:12]2[CH2:29][CH2:30][CH3:31])=[O:10])[CH2:5][CH2:4]1)#[N:2].B.C1COCC1, predict the reaction product. The product is: [OH:51][CH2:50][CH2:49][CH2:48][C:43]1[CH:44]=[CH:45][CH:46]=[CH:47][C:42]=1[C:3]1([C:1]#[N:2])[CH2:4][CH2:5][N:6]([C:9]([C@:11]2([O:32][C:33]3[CH:37]=[C:36]([C:38]([F:41])([F:39])[F:40])[S:35][CH:34]=3)[CH2:16][CH2:15][CH2:14][N:13]([C:17](=[O:28])[C:18]3[C:23]([C:24]([F:25])([F:26])[F:27])=[CH:22][CH:21]=[N:20][CH:19]=3)[C@@H:12]2[CH2:29][CH2:30][CH3:31])=[O:10])[CH2:7][CH2:8]1. (6) Given the reactants [CH3:1][CH:2]1[N:7]2[C:8]3[CH:9]=[C:10]([C:15]([O:17]CC)=[O:16])[CH:11]=[CH:12][C:13]=3[CH:14]=[C:6]2[C:5](=[O:20])[NH:4][CH2:3]1.[OH-].[Na+], predict the reaction product. The product is: [CH3:1][CH:2]1[N:7]2[C:8]3[CH:9]=[C:10]([C:15]([OH:17])=[O:16])[CH:11]=[CH:12][C:13]=3[CH:14]=[C:6]2[C:5](=[O:20])[NH:4][CH2:3]1. (7) Given the reactants [CH2:1]([O:8][C:9]1[CH:14]=[CH:13][N:12]([CH2:15][CH2:16][C:17]2[S:21][C:20]([C:22](O)=[O:23])=[CH:19][CH:18]=2)[C:11](=[O:25])[CH:10]=1)[C:2]1[CH:7]=[CH:6][CH:5]=[CH:4][CH:3]=1.C1N=CN(C(N2C=NC=C2)=O)C=1.[BH4-].[Na+].C([O-])([O-])=O.[Na+].[Na+], predict the reaction product. The product is: [CH2:1]([O:8][C:9]1[CH:14]=[CH:13][N:12]([CH2:15][CH2:16][C:17]2[S:21][C:20]([CH2:22][OH:23])=[CH:19][CH:18]=2)[C:11](=[O:25])[CH:10]=1)[C:2]1[CH:7]=[CH:6][CH:5]=[CH:4][CH:3]=1. (8) Given the reactants [H-].C([Al+]CC(C)C)C(C)C.[CH2:11]1[CH2:15][O:14][CH2:13][CH2:12]1.[N:16]1[C:25]2[C:20](=[CH:21][C:22](C3(C#N)CC3)=[CH:23][CH:24]=2)[CH:19]=[CH:18][CH:17]=1.C(O)(C)C, predict the reaction product. The product is: [N:16]1[C:25]2[C:20](=[CH:21][C:22]([C:11]3([CH:15]=[O:14])[CH2:13][CH2:12]3)=[CH:23][CH:24]=2)[CH:19]=[CH:18][CH:17]=1.